This data is from TAP: 5 developability metrics (CDR length, charge patches, hydrophobicity). The task is: Multi-output Regression. Predict 5 antibody developability metrics. (1) The antibody is ["['ELQLQESGPGLVKPSETLSLTCTVSGGSISSGSYYWDWIRQPPGKGLEWIGNIYKSGSTYYNPSLKSRVTISVDTSKNQFSLKLSSVTAADTAVYYCARERGMHYMDVWGKGTTVTVSS'\\n 'DIQMTQSPSSLSASVGDRVTITCRASQSINSYLNWYQQKPGKAPKLLIYAASSLQSGVPSRFSGSGSGTDFTLTISSLQPEDFATYYCQQQFDPPFTFGGGTKVEIK']"]. Developability metrics: CDR_Length=46.0, PSH=112, PPC=0.108, PNC=0, SFvCSP=12.0. (2) The antibody is ["['QVQLVESGGGVVQPGRSLRLSCAASGFTFSVYGMNWVRQAPGKGLEWVAIIWYDGDNQYYADSVKGRFTISRDNSKNTLYLQMNGLRAEDTAVYYCARDLRTGPFDYWGQGTLVTVSS'\\n 'EIVLTQSPDFQSVTPKEKVTITCRASQSIGSSLHWYQQKPDQSPKLLIKYASQSFSGVPSRFSGSGSGTDFTLTINSLEAEDAAAYYCHQSSSLPFTFGPGTKVDIK']"]. Developability metrics: CDR_Length=45.0, PSH=121, PPC=0.202, PNC=0.259, SFvCSP=2.00. (3) The antibody is ["['QVQLVQSGAEVKKPGSSVKVSCKASGYTFTSYWLHWVRQAPGQGLEWIGYINPRNDYTEYNQNFKDKATITADESTNTAYMELSSLRSEDTAFYFCARRDITTFYWGQGTTVTVSS'\\n 'DIQLTQSPSSLSASVGDRVTMSCKSSQSVLYSANHKNYLAWYQQKPGKAPKLLIYWASTRESGVPSRFSGSGSGTDFTFTISSLQPEDIATYYCHQYLSSWTFGGGTKLEIK']"]. Developability metrics: CDR_Length=48.0, PSH=118, PPC=1.23, PNC=0.0863, SFvCSP=0.